From a dataset of Catalyst prediction with 721,799 reactions and 888 catalyst types from USPTO. Predict which catalyst facilitates the given reaction. (1) Reactant: Cl[C:2]1[CH:7]=[C:6]([N:8]2[CH2:13][CH2:12][O:11][CH:10]([C:14]3[NH:18][C:17]4[CH:19]=[CH:20][C:21]([Cl:23])=[CH:22][C:16]=4[N:15]=3)[CH2:9]2)[N:5]=[C:4]([NH2:24])[N:3]=1.[F:25][C:26]1[CH:33]=[C:32](B2OC(C)(C)C(C)(C)O2)[CH:31]=[CH:30][C:27]=1[C:28]#[N:29].C([O-])([O-])=O.[Na+].[Na+]. Product: [NH2:24][C:4]1[N:3]=[C:2]([C:32]2[CH:31]=[CH:30][C:27]([C:28]#[N:29])=[C:26]([F:25])[CH:33]=2)[CH:7]=[C:6]([N:8]2[CH2:13][CH2:12][O:11][CH:10]([C:14]3[NH:18][C:17]4[CH:19]=[CH:20][C:21]([Cl:23])=[CH:22][C:16]=4[N:15]=3)[CH2:9]2)[N:5]=1. The catalyst class is: 70. (2) Reactant: [CH2:1]([O:8][C:9]1[C:10]([NH2:16])=[N:11][CH:12]=[C:13]([Br:15])[CH:14]=1)[C:2]1[CH:7]=[CH:6][CH:5]=[CH:4][CH:3]=1.Cl[CH:18]([C:24]([CH3:26])=O)[C:19]([O:21][CH2:22][CH3:23])=[O:20]. Product: [CH2:1]([O:8][C:9]1[C:10]2[N:11]([C:18]([C:19]([O:21][CH2:22][CH3:23])=[O:20])=[C:24]([CH3:26])[N:16]=2)[CH:12]=[C:13]([Br:15])[CH:14]=1)[C:2]1[CH:3]=[CH:4][CH:5]=[CH:6][CH:7]=1. The catalyst class is: 8. (3) Reactant: [H-].[Na+].[CH3:3][C:4]1[CH:9]=[CH:8][C:7]([CH:10]([OH:15])[C:11]([F:14])([F:13])[F:12])=[CH:6][CH:5]=1.[NH2:16][C:17]1[N:22]=[C:21](Cl)[CH:20]=[C:19]([Cl:24])[N:18]=1.O. Product: [Cl:24][C:19]1[CH:20]=[C:21]([O:15][CH:10]([C:7]2[CH:8]=[CH:9][C:4]([CH3:3])=[CH:5][CH:6]=2)[C:11]([F:12])([F:13])[F:14])[N:22]=[C:17]([NH2:16])[N:18]=1. The catalyst class is: 56.